Dataset: Catalyst prediction with 721,799 reactions and 888 catalyst types from USPTO. Task: Predict which catalyst facilitates the given reaction. (1) Product: [OH:15][CH:13]([C:3]1[O:4][C:5](=[O:12])[C:6]2[C:11]([C:2]=1[C:18]1[CH:17]=[C:16]([CH3:25])[CH:21]=[CH:20][CH:19]=1)=[CH:10][CH:9]=[CH:8][CH:7]=2)[CH3:14]. Reactant: Br[C:2]1[C:11]2[C:6](=[CH:7][CH:8]=[CH:9][CH:10]=2)[C:5](=[O:12])[O:4][C:3]=1[CH:13]([OH:15])[CH3:14].[C:16]1([CH3:25])[CH:21]=[CH:20][CH:19]=[C:18](B(O)O)[CH:17]=1.C([O-])([O-])=O.[Cs+].[Cs+]. The catalyst class is: 73. (2) Reactant: [S:1](=[O:26])(=[O:25])([O:3][C:4]1[C:21]([O:22][CH3:23])=[CH:20][C:19]2[C@@H:18]3[C@H:9]([C@H:10]4[C@@:14]([CH2:16][CH2:17]3)([CH3:15])[C:13](=O)[CH2:12][CH2:11]4)[CH2:8][CH2:7][C:6]=2[CH:5]=1)[NH2:2].Cl.[NH2:28][OH:29].C(=O)(O)[O-].[Na+].O. Product: [S:1](=[O:26])(=[O:25])([O:3][C:4]1[C:21]([O:22][CH3:23])=[CH:20][C:19]2[C@@H:18]3[C@H:9]([C@H:10]4[C@@:14]([CH2:16][CH2:17]3)([CH3:15])/[C:13](=[N:28]/[OH:29])/[CH2:12][CH2:11]4)[CH2:8][CH2:7][C:6]=2[CH:5]=1)[NH2:2]. The catalyst class is: 125. (3) Reactant: Br[C:2]1[CH:21]=[CH:20][C:5]2[N:6]=[C:7]([N:9]3[CH2:13][CH2:12][C@@H:11]([N:14]4[CH2:19][CH2:18][CH2:17][CH2:16][CH2:15]4)[CH2:10]3)[S:8][C:4]=2[CH:3]=1.[B:22]1([B:22]2[O:26][C:25]([CH3:28])([CH3:27])[C:24]([CH3:30])([CH3:29])[O:23]2)[O:26][C:25]([CH3:28])([CH3:27])[C:24]([CH3:30])([CH3:29])[O:23]1.C([O-])(=O)C.[K+]. Product: [N:14]1([C@@H:11]2[CH2:12][CH2:13][N:9]([C:7]3[S:8][C:4]4[CH:3]=[C:2]([B:22]5[O:26][C:25]([CH3:28])([CH3:27])[C:24]([CH3:30])([CH3:29])[O:23]5)[CH:21]=[CH:20][C:5]=4[N:6]=3)[CH2:10]2)[CH2:19][CH2:18][CH2:17][CH2:16][CH2:15]1. The catalyst class is: 7. (4) Reactant: [C:1]([O:5][C:6]([NH:8][CH2:9][C:10]1[CH2:15][CH:14]([C:16]2[CH:17]=[C:18]([CH:39]=[C:40]([CH2:42][CH:43]=[O:44])[CH:41]=2)[O:19][C:20]2[N:25]=[C:24]([O:26][C@H:27]([CH2:35][CH3:36])[C:28](OC(C)(C)C)=[O:29])[C:23]([F:37])=[CH:22][C:21]=2[F:38])[CH:13]=[CH:12][CH:11]=1)=[O:7])([CH3:4])([CH3:3])[CH3:2].[BH4-].[Na+].O. Product: [F:38][C:21]1[C:20]([O:19][C:18]2[CH:17]=[C:16]([C:14]3[CH:13]=[CH:12][CH:11]=[C:10]([CH2:9][NH:8][C:6](=[O:7])[O:5][C:1]([CH3:4])([CH3:3])[CH3:2])[CH:15]=3)[CH:41]=[C:40]([CH2:42][CH2:43][OH:44])[CH:39]=2)=[N:25][C:24]([O:26][C@H:27]([CH2:35][CH3:36])[CH2:28][OH:29])=[C:23]([F:37])[CH:22]=1. The catalyst class is: 5. (5) Reactant: ClC1C=CC=C(C(OO)=[O:9])C=1.[CH3:12][O:13][C:14]1[C:15](=[O:37])[C:16]([C:26]2[N:30]([C:31]3[CH:36]=[CH:35][CH:34]=[CH:33][CH:32]=3)[N:29]=[CH:28][CH:27]=2)=[N:17][N:18]([C:20]2[CH:21]=[N:22][CH:23]=[CH:24][CH:25]=2)[CH:19]=1. Product: [CH3:12][O:13][C:14]1[C:15](=[O:37])[C:16]([C:26]2[N:30]([C:31]3[CH:32]=[CH:33][CH:34]=[CH:35][CH:36]=3)[N:29]=[CH:28][CH:27]=2)=[N:17][N:18]([C:20]2[CH:21]=[N+:22]([O-:9])[CH:23]=[CH:24][CH:25]=2)[CH:19]=1. The catalyst class is: 3. (6) Reactant: [Br:1][C:2]1[CH:3]=[C:4]([CH2:8][C:9]([OH:11])=[O:10])[CH:5]=[CH:6][CH:7]=1.[CH3:12]O. Product: [Br:1][C:2]1[CH:3]=[C:4]([CH2:8][C:9]([O:11][CH3:12])=[O:10])[CH:5]=[CH:6][CH:7]=1. The catalyst class is: 82.